Dataset: Full USPTO retrosynthesis dataset with 1.9M reactions from patents (1976-2016). Task: Predict the reactants needed to synthesize the given product. Given the product [O:1]1[CH2:2][CH2:3][N:4]([CH2:7][CH2:8][O:9][C:10]2[CH:18]=[C:17]3[C:13]([C:14]([C:26]4[CH:27]=[CH:28][C:29]([Cl:32])=[CH:30][CH:31]=4)=[C:15]([C:62]4[CH:63]=[CH:64][C:65]([F:66])=[C:60]([F:59])[CH:61]=4)[C:16]3=[O:19])=[CH:12][CH:11]=2)[CH2:5][CH2:6]1, predict the reactants needed to synthesize it. The reactants are: [O:1]1[CH2:6][CH2:5][N:4]([CH2:7][CH2:8][O:9][C:10]2[CH:18]=[C:17]3[C:13]([C:14]([C:26]4[CH:31]=[CH:30][C:29]([Cl:32])=[CH:28][CH:27]=4)=[C:15](C4C=NC=CC=4)[C:16]3=[O:19])=[CH:12][CH:11]=2)[CH2:3][CH2:2]1.O1CCN(CCOC2C=C3C(C(C4C=CC=CC=4)=C(Br)C3=O)=CC=2)CC1.[F:59][C:60]1[CH:61]=[C:62](B(O)O)[CH:63]=[CH:64][C:65]=1[F:66].